From a dataset of NCI-60 drug combinations with 297,098 pairs across 59 cell lines. Regression. Given two drug SMILES strings and cell line genomic features, predict the synergy score measuring deviation from expected non-interaction effect. (1) Drug 1: C1=NC(=NC(=O)N1C2C(C(C(O2)CO)O)O)N. Drug 2: CCCCC(=O)OCC(=O)C1(CC(C2=C(C1)C(=C3C(=C2O)C(=O)C4=C(C3=O)C=CC=C4OC)O)OC5CC(C(C(O5)C)O)NC(=O)C(F)(F)F)O. Cell line: RXF 393. Synergy scores: CSS=30.5, Synergy_ZIP=1.65, Synergy_Bliss=2.73, Synergy_Loewe=-14.6, Synergy_HSA=2.90. (2) Drug 1: CC1=C(C(=CC=C1)Cl)NC(=O)C2=CN=C(S2)NC3=CC(=NC(=N3)C)N4CCN(CC4)CCO. Drug 2: CNC(=O)C1=NC=CC(=C1)OC2=CC=C(C=C2)NC(=O)NC3=CC(=C(C=C3)Cl)C(F)(F)F. Cell line: UACC-257. Synergy scores: CSS=6.69, Synergy_ZIP=-0.877, Synergy_Bliss=3.95, Synergy_Loewe=-3.95, Synergy_HSA=2.61. (3) Drug 1: CC1OCC2C(O1)C(C(C(O2)OC3C4COC(=O)C4C(C5=CC6=C(C=C35)OCO6)C7=CC(=C(C(=C7)OC)O)OC)O)O. Drug 2: C(CCl)NC(=O)N(CCCl)N=O. Cell line: SN12C. Synergy scores: CSS=34.5, Synergy_ZIP=-10.3, Synergy_Bliss=-2.02, Synergy_Loewe=-17.2, Synergy_HSA=0.178. (4) Drug 1: CC12CCC(CC1=CCC3C2CCC4(C3CC=C4C5=CN=CC=C5)C)O. Drug 2: CN1C(=O)N2C=NC(=C2N=N1)C(=O)N. Cell line: T-47D. Synergy scores: CSS=-1.47, Synergy_ZIP=0.175, Synergy_Bliss=1.31, Synergy_Loewe=-9.91, Synergy_HSA=-2.88. (5) Drug 1: CC1=CC=C(C=C1)C2=CC(=NN2C3=CC=C(C=C3)S(=O)(=O)N)C(F)(F)F. Drug 2: C1CNP(=O)(OC1)N(CCCl)CCCl. Cell line: SNB-19. Synergy scores: CSS=-5.08, Synergy_ZIP=4.10, Synergy_Bliss=3.39, Synergy_Loewe=-4.33, Synergy_HSA=-3.84. (6) Drug 2: C1C(C(OC1N2C=NC3=C2NC=NCC3O)CO)O. Cell line: EKVX. Drug 1: CS(=O)(=O)C1=CC(=C(C=C1)C(=O)NC2=CC(=C(C=C2)Cl)C3=CC=CC=N3)Cl. Synergy scores: CSS=14.0, Synergy_ZIP=-1.75, Synergy_Bliss=2.33, Synergy_Loewe=0.744, Synergy_HSA=3.30. (7) Drug 1: C1=CC(=CC=C1CC(C(=O)O)N)N(CCCl)CCCl.Cl. Drug 2: C(CN)CNCCSP(=O)(O)O. Cell line: SK-MEL-2. Synergy scores: CSS=9.27, Synergy_ZIP=0.756, Synergy_Bliss=6.62, Synergy_Loewe=1.66, Synergy_HSA=3.03. (8) Drug 1: CNC(=O)C1=NC=CC(=C1)OC2=CC=C(C=C2)NC(=O)NC3=CC(=C(C=C3)Cl)C(F)(F)F. Drug 2: CN(C(=O)NC(C=O)C(C(C(CO)O)O)O)N=O. Cell line: A498. Synergy scores: CSS=-0.791, Synergy_ZIP=-0.203, Synergy_Bliss=-2.95, Synergy_Loewe=-1.97, Synergy_HSA=-3.46. (9) Synergy scores: CSS=37.8, Synergy_ZIP=6.61, Synergy_Bliss=9.30, Synergy_Loewe=6.35, Synergy_HSA=9.36. Drug 2: C1CC(=O)NC(=O)C1N2C(=O)C3=CC=CC=C3C2=O. Cell line: NCI-H322M. Drug 1: C1=C(C(=O)NC(=O)N1)F. (10) Drug 1: CCC1(CC2CC(C3=C(CCN(C2)C1)C4=CC=CC=C4N3)(C5=C(C=C6C(=C5)C78CCN9C7C(C=CC9)(C(C(C8N6C=O)(C(=O)OC)O)OC(=O)C)CC)OC)C(=O)OC)O.OS(=O)(=O)O. Drug 2: N.N.Cl[Pt+2]Cl. Cell line: HT29. Synergy scores: CSS=54.0, Synergy_ZIP=-6.19, Synergy_Bliss=-2.80, Synergy_Loewe=-16.1, Synergy_HSA=-4.77.